This data is from NCI-60 drug combinations with 297,098 pairs across 59 cell lines. The task is: Regression. Given two drug SMILES strings and cell line genomic features, predict the synergy score measuring deviation from expected non-interaction effect. (1) Drug 1: COC1=CC(=CC(=C1O)OC)C2C3C(COC3=O)C(C4=CC5=C(C=C24)OCO5)OC6C(C(C7C(O6)COC(O7)C8=CC=CS8)O)O. Drug 2: C(CC(=O)O)C(=O)CN.Cl. Cell line: OVCAR-5. Synergy scores: CSS=21.1, Synergy_ZIP=-9.77, Synergy_Bliss=0.128, Synergy_Loewe=-5.79, Synergy_HSA=2.42. (2) Drug 1: CC(CN1CC(=O)NC(=O)C1)N2CC(=O)NC(=O)C2. Drug 2: C1=CC=C(C(=C1)C(C2=CC=C(C=C2)Cl)C(Cl)Cl)Cl. Cell line: SR. Synergy scores: CSS=52.7, Synergy_ZIP=0.584, Synergy_Bliss=1.86, Synergy_Loewe=-9.96, Synergy_HSA=2.08. (3) Drug 1: CS(=O)(=O)CCNCC1=CC=C(O1)C2=CC3=C(C=C2)N=CN=C3NC4=CC(=C(C=C4)OCC5=CC(=CC=C5)F)Cl. Drug 2: C1CN1C2=NC(=NC(=N2)N3CC3)N4CC4. Cell line: MOLT-4. Synergy scores: CSS=58.1, Synergy_ZIP=0.920, Synergy_Bliss=-0.327, Synergy_Loewe=-24.0, Synergy_HSA=-2.35. (4) Drug 1: C1CCN(CC1)CCOC2=CC=C(C=C2)C(=O)C3=C(SC4=C3C=CC(=C4)O)C5=CC=C(C=C5)O. Drug 2: C1=CC=C(C=C1)NC(=O)CCCCCCC(=O)NO. Cell line: EKVX. Synergy scores: CSS=1.90, Synergy_ZIP=-1.83, Synergy_Bliss=-4.54, Synergy_Loewe=-6.52, Synergy_HSA=-5.23. (5) Drug 1: CC1CCC2CC(C(=CC=CC=CC(CC(C(=O)C(C(C(=CC(C(=O)CC(OC(=O)C3CCCCN3C(=O)C(=O)C1(O2)O)C(C)CC4CCC(C(C4)OC)O)C)C)O)OC)C)C)C)OC. Synergy scores: CSS=-0.144, Synergy_ZIP=0.733, Synergy_Bliss=1.72, Synergy_Loewe=0.221, Synergy_HSA=0.0519. Drug 2: CC(C)(C#N)C1=CC(=CC(=C1)CN2C=NC=N2)C(C)(C)C#N. Cell line: UACC62.